From a dataset of Full USPTO retrosynthesis dataset with 1.9M reactions from patents (1976-2016). Predict the reactants needed to synthesize the given product. (1) The reactants are: [CH3:1][C:2]1[S:3][C:4]([C:8]([OH:10])=[O:9])=[C:5]([CH3:7])[N:6]=1.[Li]CCCC.[F:16][C:17]1[CH:18]=[CH:19][C:20]([C:23]2[C:27]([CH:28]=[O:29])=[C:26]([CH3:30])[O:25][N:24]=2)=[N:21][CH:22]=1. Given the product [F:16][C:17]1[CH:18]=[CH:19][C:20]([C:23]2[C:27]([CH:28]([OH:29])[CH2:1][C:2]3[S:3][C:4]([C:8]([OH:10])=[O:9])=[C:5]([CH3:7])[N:6]=3)=[C:26]([CH3:30])[O:25][N:24]=2)=[N:21][CH:22]=1, predict the reactants needed to synthesize it. (2) The reactants are: [CH3:1][C:2]1([C:8]2[CH:13]=[CH:12][C:11]([CH3:14])=[CH:10][CH:9]=2)[C:5](=[O:6])[CH2:4][C:3]1=[O:7].[CH:15](=O)[C:16]1[CH:21]=[CH:20][CH:19]=[CH:18][CH:17]=1.[CH3:23][C:24]([NH:37][C:38](=[O:40])[CH3:39])([CH3:36])[CH2:25][C:26]1[C:34]2[C:29](=[CH:30][C:31]([CH3:35])=[CH:32][CH:33]=2)[NH:28][CH:27]=1. Given the product [OH:7][C:3]1[C:2]([CH3:1])([C:8]2[CH:13]=[CH:12][C:11]([CH3:14])=[CH:10][CH:9]=2)[C:5](=[O:6])[C:4]=1[CH:15]([C:16]1[CH:21]=[CH:20][CH:19]=[CH:18][CH:17]=1)[C:27]1[NH:28][C:29]2[C:34]([C:26]=1[CH2:25][C:24]([NH:37][C:38](=[O:40])[CH3:39])([CH3:23])[CH3:36])=[CH:33][CH:32]=[C:31]([CH3:35])[CH:30]=2, predict the reactants needed to synthesize it. (3) Given the product [CH2:1]1[C:10]2[C:5](=[CH:6][CH:7]=[CH:8][CH:9]=2)[CH2:4][CH2:3][N:2]1[CH2:11][CH:12]([OH:35])[CH2:13][NH:14][C:15](=[O:16])[C:17]1[CH:22]=[CH:21][CH:20]=[C:19]([CH:23]2[CH2:27][CH2:26][CH2:25][NH:24]2)[CH:18]=1, predict the reactants needed to synthesize it. The reactants are: [CH2:1]1[C:10]2[C:5](=[CH:6][CH:7]=[CH:8][CH:9]=2)[CH2:4][CH2:3][N:2]1[CH2:11][CH:12]([OH:35])[CH2:13][NH:14][C:15]([C:17]1[CH:18]=[C:19]([CH:23]2[CH2:27][CH2:26][CH2:25][N:24]2C(OC(C)(C)C)=O)[CH:20]=[CH:21][CH:22]=1)=[O:16].Cl. (4) Given the product [CH2:11]([O:14][CH2:15][CH:16]1[CH2:17][O:18][As:4]([N:2]([CH3:3])[CH3:1])[O:19]1)[CH:12]=[CH2:13], predict the reactants needed to synthesize it. The reactants are: [CH3:1][N:2]([As:4](N(C)C)N(C)C)[CH3:3].[CH2:11]([O:14][CH2:15][CH:16]([OH:19])[CH2:17][OH:18])[CH:12]=[CH2:13]. (5) Given the product [C:11]([C:15]1[CH:20]=[CH:19][C:18]([S:21]([NH:24][C:25]2[CH:30]=[CH:29][C:28]([Cl:31])=[CH:27][C:26]=2[N:32]2[C:36]([CH3:37])=[C:35]([C:7]3[O:6][CH:10]=[CH:9][N:8]=3)[N:34]=[N:33]2)(=[O:23])=[O:22])=[CH:17][CH:16]=1)([CH3:14])([CH3:13])[CH3:12], predict the reactants needed to synthesize it. The reactants are: [Li]CCCC.[O:6]1[CH:10]=[CH:9][N:8]=[CH:7]1.[C:11]([C:15]1[CH:20]=[CH:19][C:18]([S:21]([NH:24][C:25]2[CH:30]=[CH:29][C:28]([Cl:31])=[CH:27][C:26]=2[N:32]2[C:36]([CH:37](C)C)=[CH:35][N:34]=[N:33]2)(=[O:23])=[O:22])=[CH:17][CH:16]=1)([CH3:14])([CH3:13])[CH3:12]. (6) The reactants are: [F:1][C:2]([F:11])([F:10])[C:3]1[CH:8]=[CH:7][CH:6]=[CH:5][C:4]=1[SH:9].Br[CH2:13][CH:14](OCC)OCC.C(=O)([O-])[O-].[K+].[K+]. Given the product [F:11][C:2]([F:1])([F:10])[C:3]1[C:4]2[S:9][CH:13]=[CH:14][C:5]=2[CH:6]=[CH:7][CH:8]=1, predict the reactants needed to synthesize it.